Dataset: Catalyst prediction with 721,799 reactions and 888 catalyst types from USPTO. Task: Predict which catalyst facilitates the given reaction. Reactant: [F:1][C:2]([CH:14]1[CH2:19][CH2:18][NH:17][CH2:16][CH2:15]1)([S:4]([C:7]1[CH:12]=[CH:11][CH:10]=[C:9]([F:13])[CH:8]=1)(=[O:6])=[O:5])[CH3:3].CCN(C(C)C)C(C)C.Cl[C:30](Cl)([O:32]C(=O)OC(Cl)(Cl)Cl)Cl.[O:41]1[C:45]([NH2:46])=[CH:44][CH:43]=[N:42]1. Product: [F:1][C:2]([CH:14]1[CH2:19][CH2:18][N:17]([C:30]([NH:46][C:45]2[O:41][N:42]=[CH:43][CH:44]=2)=[O:32])[CH2:16][CH2:15]1)([S:4]([C:7]1[CH:12]=[CH:11][CH:10]=[C:9]([F:13])[CH:8]=1)(=[O:6])=[O:5])[CH3:3]. The catalyst class is: 49.